The task is: Predict the product of the given reaction.. This data is from Forward reaction prediction with 1.9M reactions from USPTO patents (1976-2016). (1) Given the reactants Br[C:2]1[CH:7]=[CH:6][C:5]([N:8]2[C:12]([CH3:13])=[CH:11][CH:10]=[C:9]2[C:14]2[CH:19]=[CH:18][C:17]([S:20]([CH3:23])(=[O:22])=[O:21])=[C:16]([F:24])[CH:15]=2)=[CH:4][CH:3]=1.C([Sn](CCCC)(CCCC)[C:30]1[N:31]=[CH:32][S:33][CH:34]=1)CCC.[Cl-].[Li+], predict the reaction product. The product is: [F:24][C:16]1[CH:15]=[C:14]([C:9]2[N:8]([C:5]3[CH:6]=[CH:7][C:2]([C:30]4[N:31]=[CH:32][S:33][CH:34]=4)=[CH:3][CH:4]=3)[C:12]([CH3:13])=[CH:11][CH:10]=2)[CH:19]=[CH:18][C:17]=1[S:20]([CH3:23])(=[O:22])=[O:21]. (2) Given the reactants C([O:3][C:4](=[O:25])[CH:5]([C:11]1[CH:12]=[C:13]([C:17]2[CH:22]=[CH:21][CH:20]=[C:19]([Cl:23])[C:18]=2[Cl:24])[CH:14]=[CH:15][CH:16]=1)[C:6]([O:8]CC)=[O:7])C.[OH-].[Na+], predict the reaction product. The product is: [Cl:24][C:18]1[C:19]([Cl:23])=[CH:20][CH:21]=[CH:22][C:17]=1[C:13]1[CH:14]=[CH:15][CH:16]=[C:11]([CH:5]([C:4]([OH:25])=[O:3])[C:6]([OH:8])=[O:7])[CH:12]=1.